Dataset: Catalyst prediction with 721,799 reactions and 888 catalyst types from USPTO. Task: Predict which catalyst facilitates the given reaction. (1) Reactant: [NH:1]([C:3]1[S:4][CH:5]=[C:6]([C:8]([O:10][CH2:11][CH3:12])=[O:9])[N:7]=1)[NH2:2].Cl.O1CCOCC1.[F:20][C:21]([F:33])([F:32])[C:22](=O)[CH2:23][C:24]([C:26]1[O:27][CH:28]=[CH:29][CH:30]=1)=O. Product: [O:27]1[CH:28]=[CH:29][CH:30]=[C:26]1[C:24]1[N:1]([C:3]2[S:4][CH:5]=[C:6]([C:8]([O:10][CH2:11][CH3:12])=[O:9])[N:7]=2)[N:2]=[C:22]([C:21]([F:20])([F:32])[F:33])[CH:23]=1. The catalyst class is: 8. (2) Product: [O:1]1[C:5]2[C:6]([CH2:15][OH:14])=[CH:7][CH:8]=[CH:9][C:4]=2[CH2:3][CH2:2]1. Reactant: [O:1]1[C:5]2[CH:6]=[CH:7][CH:8]=[CH:9][C:4]=2[CH2:3][CH:2]1C(O)=O.B.[O:14]1CCC[CH2:15]1.CO. The catalyst class is: 7. (3) Reactant: [F:1][C:2]1[C:30]([F:31])=[CH:29][CH:28]=[CH:27][C:3]=1[CH2:4][S:5][C:6]1[N:11]=[C:10]([NH:12][S:13]([CH3:16])(=[O:15])=[O:14])[CH:9]=[C:8]([O:17][C@@H:18]([C@@H:20]2[CH2:24][O:23]C(C)(C)[O:21]2)[CH3:19])[N:7]=1.C(O)(C(F)(F)F)=O. Product: [F:1][C:2]1[C:30]([F:31])=[CH:29][CH:28]=[CH:27][C:3]=1[CH2:4][S:5][C:6]1[N:11]=[C:10]([NH:12][S:13]([CH3:16])(=[O:15])=[O:14])[CH:9]=[C:8]([O:17][C@H:18]([CH3:19])[C@@H:20]([OH:21])[CH2:24][OH:23])[N:7]=1. The catalyst class is: 5. (4) Reactant: CCN(C(C)C)C(C)C.[C:10]1([N:16]2[CH:20]=[C:19]([C:21]([NH:23][CH2:24][C:25]([OH:27])=O)=[O:22])[N:18]=[CH:17]2)[CH:15]=[CH:14][CH:13]=[CH:12][CH:11]=1.C1(N2C=C(C(O)=O)N=C2)C=CC=CC=1.C1C=CC2N(O)N=NC=2C=1.CCN=C=NCCCN(C)C.Cl.[Cl:64][C:65]1[CH:76]=[CH:75][CH:74]=[CH:73][C:66]=1[O:67][CH:68]1[CH2:72][CH2:71][NH:70][CH2:69]1.FC(F)(F)C1C=C(C=CC=1)OC1CCNC1. Product: [Cl:64][C:65]1[CH:76]=[CH:75][CH:74]=[CH:73][C:66]=1[O:67][CH:68]1[CH2:72][CH2:71][N:70]([C:25](=[O:27])[CH2:24][NH:23][C:21]([C:19]2[N:18]=[CH:17][N:16]([C:10]3[CH:11]=[CH:12][CH:13]=[CH:14][CH:15]=3)[CH:20]=2)=[O:22])[CH2:69]1. The catalyst class is: 18. (5) Reactant: [C:1]1([C:7]([C:9]([C:11]2[CH:16]=[CH:15][CH:14]=[CH:13][CH:12]=2)=O)=O)[CH:6]=[CH:5][CH:4]=[CH:3][CH:2]=1.Cl.[NH2:18][CH2:19][C:20]([NH2:22])=[O:21].[OH-].[Na+].Cl.C(=O)(O)[O-].[K+]. Product: [C:1]1([C:7]2[N:18]=[CH:19][C:20]([OH:21])=[N:22][C:9]=2[C:11]2[CH:16]=[CH:15][CH:14]=[CH:13][CH:12]=2)[CH:6]=[CH:5][CH:4]=[CH:3][CH:2]=1. The catalyst class is: 72. (6) Reactant: C([O:8][C:9]1=[CH:10][N:11]([C:26]([CH3:29])([CH3:28])[CH3:27])[S:12]/[C:13]/1=[N:14]\[C:15](=[O:25])[C:16]1[CH:21]=[C:20]([Cl:22])[CH:19]=[CH:18][C:17]=1[O:23][CH3:24])C1C=CC=CC=1.OS(C(F)(F)F)(=O)=O.C(=O)(O)[O-].[Na+]. Product: [C:26]([N:11]1[CH:10]=[C:9]([OH:8])/[C:13](=[N:14]/[C:15](=[O:25])[C:16]2[CH:21]=[C:20]([Cl:22])[CH:19]=[CH:18][C:17]=2[O:23][CH3:24])/[S:12]1)([CH3:29])([CH3:28])[CH3:27]. The catalyst class is: 2.